From a dataset of NCI-60 drug combinations with 297,098 pairs across 59 cell lines. Regression. Given two drug SMILES strings and cell line genomic features, predict the synergy score measuring deviation from expected non-interaction effect. Drug 1: CC(C)(C#N)C1=CC(=CC(=C1)CN2C=NC=N2)C(C)(C)C#N. Drug 2: C1C(C(OC1N2C=NC(=NC2=O)N)CO)O. Cell line: 786-0. Synergy scores: CSS=-3.10, Synergy_ZIP=2.11, Synergy_Bliss=1.40, Synergy_Loewe=-4.29, Synergy_HSA=-3.10.